Dataset: Reaction yield outcomes from USPTO patents with 853,638 reactions. Task: Predict the reaction yield, written as a fraction of the theoretical maximum amount of product (1.0 means a 100% yield; for example, 0.34 means a 34% yield). (1) The reactants are Cl[C:2]1[N:7]=[C:6]([NH:8][C:9]2[CH:14]=[CH:13][C:12]([O:15][CH3:16])=[CH:11][C:10]=2[NH:17][S:18]([CH3:21])(=[O:20])=[O:19])[C:5]([Cl:22])=[CH:4][N:3]=1.[CH3:23][O:24][C:25]1[CH:26]=[C:27]([CH:29]=[C:30]([O:34][CH3:35])[C:31]=1[O:32][CH3:33])[NH2:28].Cl.O1CCOCC1. The catalyst is CC(O)C. The product is [Cl:22][C:5]1[C:6]([NH:8][C:9]2[CH:14]=[CH:13][C:12]([O:15][CH3:16])=[CH:11][C:10]=2[NH:17][S:18]([CH3:21])(=[O:20])=[O:19])=[N:7][C:2]([NH:28][C:27]2[CH:29]=[C:30]([O:34][CH3:35])[C:31]([O:32][CH3:33])=[C:25]([O:24][CH3:23])[CH:26]=2)=[N:3][CH:4]=1. The yield is 0.620. (2) The reactants are [N+:1]([C:4]1[CH:5]=[N:6][CH:7]=[CH:8][C:9]=1[C:10]1[CH2:11][CH2:12][CH:13]2[O:17][C:16](=[O:18])[NH:15][CH:14]2[CH:19]=1)([O-:3])=[O:2].[C:20](O[C:20]([O:22][C:23]([CH3:26])([CH3:25])[CH3:24])=[O:21])([O:22][C:23]([CH3:26])([CH3:25])[CH3:24])=[O:21]. The catalyst is CN(C1C=CN=CC=1)C.C(Cl)Cl.C(OCC)(=O)C. The product is [N+:1]([C:4]1[CH:5]=[N:6][CH:7]=[CH:8][C:9]=1[C:10]1[CH2:11][CH2:12][CH:13]2[O:17][C:16](=[O:18])[N:15]([C:20]([O:22][C:23]([CH3:26])([CH3:25])[CH3:24])=[O:21])[CH:14]2[CH:19]=1)([O-:3])=[O:2]. The yield is 0.980. (3) The reactants are [C:1](O)([C:3](F)(F)F)=[O:2].[NH2:8][CH2:9][CH2:10][CH2:11][C@:12]([C@@H:21]1[CH2:26][CH2:25][CH2:24][N:23]([C:27]([O:29][C:30]([CH3:33])([CH3:32])[CH3:31])=[O:28])[CH2:22]1)([C:14]1[CH:19]=[CH:18][CH:17]=[C:16]([Cl:20])[CH:15]=1)[OH:13].C(N(CC)CC)C.C(OC(=O)C)(=O)C. The product is [C:1]([NH:8][CH2:9][CH2:10][CH2:11][C@:12]([C@@H:21]1[CH2:26][CH2:25][CH2:24][N:23]([C:27]([O:29][C:30]([CH3:33])([CH3:32])[CH3:31])=[O:28])[CH2:22]1)([C:14]1[CH:19]=[CH:18][CH:17]=[C:16]([Cl:20])[CH:15]=1)[OH:13])(=[O:2])[CH3:3]. The catalyst is CN(C1C=CN=CC=1)C.C(Cl)Cl. The yield is 0.810. (4) The yield is 0.604. The reactants are [H-].[Na+].[Cl:3][C:4]1[CH:9]=[CH:8][N:7]=[C:6]2[NH:10][CH:11]=[CH:12][C:5]=12.Cl[Si:14]([CH:21]([CH3:23])[CH3:22])([CH:18]([CH3:20])[CH3:19])[CH:15]([CH3:17])[CH3:16].O. The product is [Cl:3][C:4]1[CH:9]=[CH:8][N:7]=[C:6]2[N:10]([Si:14]([CH:21]([CH3:23])[CH3:22])([CH:18]([CH3:20])[CH3:19])[CH:15]([CH3:17])[CH3:16])[CH:11]=[CH:12][C:5]=12. The catalyst is CN(C)C=O. (5) The reactants are [CH2:1]([C:17]1[CH:22]=[CH:21][C:20]([S:23](Cl)(=[O:25])=[O:24])=[CH:19][CH:18]=1)[CH2:2][CH2:3][CH2:4][CH2:5][CH2:6][CH2:7][CH2:8][CH2:9][CH2:10][CH2:11][CH2:12][CH2:13][CH2:14][CH2:15][CH3:16].[S:27]1[CH:31]=[N:30][N:29]=[C:28]1[NH2:32].Cl. The catalyst is N1C=CC=CC=1. The product is [CH2:1]([C:17]1[CH:22]=[CH:21][C:20]([S:23]([NH:32][C:28]2[S:27][CH:31]=[N:30][N:29]=2)(=[O:25])=[O:24])=[CH:19][CH:18]=1)[CH2:2][CH2:3][CH2:4][CH2:5][CH2:6][CH2:7][CH2:8][CH2:9][CH2:10][CH2:11][CH2:12][CH2:13][CH2:14][CH2:15][CH3:16]. The yield is 0.460. (6) The reactants are [F:1][C:2]([F:12])([F:11])[C:3]([CH3:10])([CH3:9])[C:4](=O)[CH2:5][C:6]#[N:7].[OH-:13].[Na+].Cl.[NH2:16]O.C(Cl)(Cl)Cl. The catalyst is O. The product is [F:1][C:2]([F:12])([F:11])[C:3]([C:4]1[CH:5]=[C:6]([NH2:7])[O:13][N:16]=1)([CH3:10])[CH3:9]. The yield is 0.270. (7) The reactants are [NH2:1][C:2]1[C:3]([C:12]([OH:14])=O)=[CH:4][C:5]2[C:10]([CH:11]=1)=[CH:9][CH:8]=[CH:7][CH:6]=2.O=S(Cl)Cl.[Cl:19][C:20]1[CH:26]=[CH:25][CH:24]=[CH:23][C:21]=1[NH2:22].C(Cl)(Cl)Cl. The product is [Cl:19][C:20]1[CH:26]=[CH:25][CH:24]=[CH:23][C:21]=1[NH:22][C:12]([C:3]1[C:2]([NH2:1])=[CH:11][C:10]2[C:5](=[CH:6][CH:7]=[CH:8][CH:9]=2)[CH:4]=1)=[O:14]. The catalyst is C1C=CC=CC=1. The yield is 0.540. (8) The reactants are [CH3:1][NH:2][C:3]1[N:8]=[C:7]([CH2:9][CH2:10][O:11][C:12]2[CH:24]=[CH:23][C:15]([CH2:16][C@@H:17]([C:19]([O:21][CH3:22])=[O:20])[NH2:18])=[CH:14][CH:13]=2)[CH:6]=[CH:5][CH:4]=1.[N:25]1([C:33]([O:35][C:36]([CH3:39])([CH3:38])[CH3:37])=[O:34])[CH2:29][CH2:28][CH2:27][CH:26]1[C:30]([O-])=[O:31].CN(C(ON1N=NC2C=CC=CC1=2)=[N+](C)C)C.[B-](F)(F)(F)F.[OH-].[Na+]. The catalyst is CN(C=O)C. The product is [C:36]([O:35][C:33]([N:25]1[CH2:29][CH2:28][CH2:27][CH:26]1[C:30]([NH:18][C@H:17]([C:19]([O:21][CH3:22])=[O:20])[CH2:16][C:15]1[CH:14]=[CH:13][C:12]([O:11][CH2:10][CH2:9][C:7]2[CH:6]=[CH:5][CH:4]=[C:3]([NH:2][CH3:1])[N:8]=2)=[CH:24][CH:23]=1)=[O:31])=[O:34])([CH3:39])([CH3:38])[CH3:37]. The yield is 0.650. (9) The reactants are [Cl:1][C:2]1[C:3]2[C:10]([I:11])=[CH:9][NH:8][C:4]=2[N:5]=[CH:6][N:7]=1.[O:12]1[C:16]2([CH2:21][CH2:20][CH:19](O)[CH2:18][CH2:17]2)[O:15][CH2:14][CH2:13]1.C1(P(C2C=CC=CC=2)C2C=CC=CC=2)C=CC=CC=1.CCOC(/N=N/C(OCC)=O)=O. The catalyst is O1CCCC1. The product is [Cl:1][C:2]1[C:3]2[C:10]([I:11])=[CH:9][N:8]([CH:19]3[CH2:20][CH2:21][C:16]4([O:15][CH2:14][CH2:13][O:12]4)[CH2:17][CH2:18]3)[C:4]=2[N:5]=[CH:6][N:7]=1. The yield is 0.630. (10) The reactants are Cl.[NH2:2][CH2:3][CH2:4][NH:5][C:6]([C:8]1[CH:9]=[C:10]([S:14]([N:17]2[CH2:21][CH2:20][S:19][C@H:18]2[C:22]([O:24][C@H:25]([C:36]2[CH:41]=[CH:40][C:39]([O:42][CH:43]([F:45])[F:44])=[C:38]([O:46][CH2:47][CH:48]3[CH2:50][CH2:49]3)[CH:37]=2)[CH2:26][C:27]2[C:32]([Cl:33])=[CH:31][N+:30]([O-:34])=[CH:29][C:28]=2[Cl:35])=[O:23])(=[O:16])=[O:15])[CH:11]=[CH:12][CH:13]=1)=[O:7].[CH:51]([C:53]1[CH:54]=[C:55]([CH:59]=[CH:60][CH:61]=1)[C:56](O)=[O:57])=[O:52].C(Cl)CCl. The catalyst is CN(C1C=CN=CC=1)C.CN(C=O)C.O. The product is [Cl:35][C:28]1[CH:29]=[N+:30]([O-:34])[CH:31]=[C:32]([Cl:33])[C:27]=1[CH2:26][C@@H:25]([C:36]1[CH:41]=[CH:40][C:39]([O:42][CH:43]([F:44])[F:45])=[C:38]([O:46][CH2:47][CH:48]2[CH2:50][CH2:49]2)[CH:37]=1)[O:24][C:22]([C@H:18]1[N:17]([S:14]([C:10]2[CH:11]=[CH:12][CH:13]=[C:8]([C:6](=[O:7])[NH:5][CH2:4][CH2:3][NH:2][C:56](=[O:57])[C:55]3[CH:59]=[CH:60][CH:61]=[C:53]([CH:51]=[O:52])[CH:54]=3)[CH:9]=2)(=[O:15])=[O:16])[CH2:21][CH2:20][S:19]1)=[O:23]. The yield is 0.458.